The task is: Predict the reactants needed to synthesize the given product.. This data is from Full USPTO retrosynthesis dataset with 1.9M reactions from patents (1976-2016). Given the product [CH3:40][O:41][C:42](=[O:43])[NH:44][C@@H:45]([C:49]([CH3:51])([CH3:50])[CH3:52])[C:46](=[O:47])[NH:1][C@@H:2]([CH2:33][C:34]1[CH:35]=[CH:36][CH:37]=[CH:38][CH:39]=1)[C@@H:3]([OH:32])[CH2:4][C@H:5]([CH2:6][C:7]1[CH:12]=[CH:11][C:10]([C:13]2[CH:14]=[N:15][CH:16]=[CH:17][CH:18]=2)=[CH:9][CH:8]=1)[NH:19][C:20](=[O:31])[C@H:21]([C:27]([CH3:30])([CH3:29])[CH3:28])[NH:22][C:23](=[O:24])[O:25][CH3:26], predict the reactants needed to synthesize it. The reactants are: [NH2:1][C@@H:2]([CH2:33][C:34]1[CH:39]=[CH:38][CH:37]=[CH:36][CH:35]=1)[C@@H:3]([OH:32])[CH2:4][C@@H:5]([NH:19][C:20](=[O:31])[C@H:21]([C:27]([CH3:30])([CH3:29])[CH3:28])[NH:22][C:23]([O:25][CH3:26])=[O:24])[CH2:6][C:7]1[CH:12]=[CH:11][C:10]([C:13]2[CH:14]=[N:15][CH:16]=[CH:17][CH:18]=2)=[CH:9][CH:8]=1.[CH3:40][O:41][C:42]([NH:44][C@@H:45]([C:49]([CH3:52])([CH3:51])[CH3:50])[C:46](O)=[O:47])=[O:43].CCOP(ON1N=NC2C=CC=CC=2C1=O)(OCC)=O.C(N(CC)C(C)C)(C)C.